Dataset: Reaction yield outcomes from USPTO patents with 853,638 reactions. Task: Predict the reaction yield, written as a fraction of the theoretical maximum amount of product (1.0 means a 100% yield; for example, 0.34 means a 34% yield). The reactants are [CH:1]([NH:14][C:15]1[CH:20]=[CH:19][C:18]([Cl:21])=[CH:17][C:16]=1[C:22]#[C:23][CH2:24][CH2:25][OH:26])([C:8]1[CH:13]=[CH:12][CH:11]=[CH:10][CH:9]=1)[C:2]1[CH:7]=[CH:6][CH:5]=[CH:4][CH:3]=1. The catalyst is CN(C=O)C. The product is [CH:1]([N:14]1[C:15]2[C:16](=[CH:17][C:18]([Cl:21])=[CH:19][CH:20]=2)[CH:22]=[C:23]1[CH2:24][CH2:25][OH:26])([C:8]1[CH:9]=[CH:10][CH:11]=[CH:12][CH:13]=1)[C:2]1[CH:7]=[CH:6][CH:5]=[CH:4][CH:3]=1. The yield is 0.300.